From a dataset of Forward reaction prediction with 1.9M reactions from USPTO patents (1976-2016). Predict the product of the given reaction. Given the reactants [Li][CH2:2]CCC.[O:6]1[C:10]2([CH2:15][CH2:14][CH:13]([C:16]([O:18][CH2:19][CH3:20])=[O:17])[CH2:12][CH2:11]2)[O:9][CH2:8][CH2:7]1.IC, predict the reaction product. The product is: [CH3:2][C:13]1([C:16]([O:18][CH2:19][CH3:20])=[O:17])[CH2:14][CH2:15][C:10]2([O:9][CH2:8][CH2:7][O:6]2)[CH2:11][CH2:12]1.